Dataset: Forward reaction prediction with 1.9M reactions from USPTO patents (1976-2016). Task: Predict the product of the given reaction. (1) Given the reactants [NH2:1][C:2]1[CH:11]=[C:10]2[C:5]([CH:6]=[CH:7][CH:8]=[N:9]2)=[CH:4][CH:3]=1.[CH3:12][C:13]1[N:21]=[C:20]([C:22]2[CH:27]=[CH:26][CH:25]=[C:24]([F:28])[C:23]=2[F:29])[CH:19]=[CH:18][C:14]=1[C:15](O)=[O:16], predict the reaction product. The product is: [F:29][C:23]1[C:24]([F:28])=[CH:25][CH:26]=[CH:27][C:22]=1[C:20]1[CH:19]=[CH:18][C:14]([C:15]([NH:1][C:2]2[CH:11]=[C:10]3[C:5]([CH:6]=[CH:7][CH:8]=[N:9]3)=[CH:4][CH:3]=2)=[O:16])=[C:13]([CH3:12])[N:21]=1. (2) Given the reactants C([O:4][C@@H:5]1[C@@H:10]([O:11]C(=O)C)[C@H:9]([O:15]C(=O)C)[C@@H:8]([CH2:19][O:20]C(=O)C)[O:7][C@H:6]1[C:24]1[CH:29]=[CH:28][C:27]([C:30]2[CH:35]=[CH:34][C:33]([C@@H:36]3[C@@H:39]([CH2:40][CH2:41][C@@H:42]([C:44]4[CH:49]=[CH:48][C:47]([F:50])=[CH:46][CH:45]=4)[OH:43])[C:38](=[O:51])[N:37]3[C:52]3[CH:57]=[CH:56][CH:55]=[CH:54][CH:53]=3)=[C:32]([O:58][CH2:59][C:60]3[CH:65]=[CH:64][CH:63]=[CH:62][CH:61]=3)[CH:31]=2)=[CH:26][CH:25]=1)(=O)C.[OH-].[NH4+], predict the reaction product. The product is: [CH2:59]([O:58][C:32]1[CH:31]=[C:30]([C:27]2[CH:28]=[CH:29][C:24]([C@@H:6]3[O:7][C@H:8]([CH2:19][OH:20])[C@@H:9]([OH:15])[C@H:10]([OH:11])[C@H:5]3[OH:4])=[CH:25][CH:26]=2)[CH:35]=[CH:34][C:33]=1[C@@H:36]1[C@@H:39]([CH2:40][CH2:41][C@@H:42]([C:44]2[CH:45]=[CH:46][C:47]([F:50])=[CH:48][CH:49]=2)[OH:43])[C:38](=[O:51])[N:37]1[C:52]1[CH:57]=[CH:56][CH:55]=[CH:54][CH:53]=1)[C:60]1[CH:65]=[CH:64][CH:63]=[CH:62][CH:61]=1.